Task: Predict the product of the given reaction.. Dataset: Forward reaction prediction with 1.9M reactions from USPTO patents (1976-2016) (1) Given the reactants [NH:1]1[C:9]2[C:4](=[C:5]([C:10]3[CH:18]=[C:17]4[C:13]([CH:14]=[N:15][N:16]4S(C4C=CC(C)=CC=4)(=O)=O)=[C:12]([C:29]4NN=[N:31][N:30]=4)[CH:11]=3)[CH:6]=[CH:7][CH:8]=2)[CH:3]=[CH:2]1.[NH:1]1[C:9]2[C:4](=[C:5]([C:10]3[CH:18]=[C:17]4[C:13]([CH:14]=[N:15][N:16]4S(C4C=CC=CC=4)(=O)=O)=[C:12]([C:29]4NN=[N:31][N:30]=4)[CH:11]=3)[CH:6]=[CH:7][CH:8]=2)[CH:3]=[CH:2]1.[C:66]1([CH2:72][C:73](Cl)=[O:74])[CH:71]=[CH:70][CH:69]=[CH:68][CH:67]=1.[OH-].[Na+].Cl, predict the reaction product. The product is: [NH:1]1[C:9]2[C:4](=[C:5]([C:10]3[CH:18]=[C:17]4[C:13]([CH:14]=[N:15][NH:16]4)=[C:12]([C:29]4[O:74][C:73]([CH2:72][C:66]5[CH:71]=[CH:70][CH:69]=[CH:68][CH:67]=5)=[N:31][N:30]=4)[CH:11]=3)[CH:6]=[CH:7][CH:8]=2)[CH:3]=[CH:2]1. (2) The product is: [CH2:28]([NH:30][C:31](=[O:32])[NH:27][CH:8]([CH2:9][NH:10][C:11]1[C:12]2[CH:26]=[CH:25][N:24]=[CH:23][C:13]=2[N:14]=[C:15]([C:17]2[CH:22]=[CH:21][N:20]=[CH:19][CH:18]=2)[N:16]=1)[CH2:7][C:1]1[CH:6]=[CH:5][CH:4]=[CH:3][CH:2]=1)[CH3:29]. Given the reactants [C:1]1([CH2:7][C@H:8]([NH2:27])[CH2:9][NH:10][C:11]2[C:12]3[CH:26]=[CH:25][N:24]=[CH:23][C:13]=3[N:14]=[C:15]([C:17]3[CH:22]=[CH:21][N:20]=[CH:19][CH:18]=3)[N:16]=2)[CH:6]=[CH:5][CH:4]=[CH:3][CH:2]=1.[CH2:28]([N:30]=[C:31]=[O:32])[CH3:29], predict the reaction product. (3) Given the reactants [F:1][C:2]1[CH:3]=[C:4]2[C:8](=[CH:9][CH:10]=1)[N:7]([CH2:11][C:12]1[O:13][C:14]([C:17]([F:20])([F:19])[F:18])=[CH:15][CH:16]=1)[C:6](=[O:21])[C:5]2([C:24]1[C:29](O)=[CH:28][CH:27]=[C:26]([O:31][CH3:32])[N:25]=1)[CH2:22][OH:23].C(P(CCCC)CCCC)CCC.N(C(OCC)=O)=NC(OCC)=O, predict the reaction product. The product is: [F:1][C:2]1[CH:3]=[C:4]2[C:8](=[CH:9][CH:10]=1)[N:7]([CH2:11][C:12]1[O:13][C:14]([C:17]([F:20])([F:18])[F:19])=[CH:15][CH:16]=1)[C:6](=[O:21])[C:5]12[C:24]2=[N:25][C:26]([O:31][CH3:32])=[CH:27][CH:28]=[C:29]2[O:23][CH2:22]1. (4) Given the reactants [O:1]=[C:2]1[C:10]2[S:9][C:8]([NH:11][C:12]([NH:14][CH2:15][CH3:16])=[O:13])=[N:7][C:6]=2[CH2:5][CH2:4][CH2:3]1.[BrH:17].BrBr, predict the reaction product. The product is: [Br:17][CH:3]1[CH2:4][CH2:5][C:6]2[N:7]=[C:8]([NH:11][C:12]([NH:14][CH2:15][CH3:16])=[O:13])[S:9][C:10]=2[C:2]1=[O:1]. (5) Given the reactants [CH2:1]([O:3][C:4]1[C:8]([CH3:9])=[C:7]([NH:10][C:11](=[O:19])OC2C=CC=CC=2)[N:6]([C:20]2[CH:25]=[CH:24][CH:23]=[CH:22][CH:21]=2)[N:5]=1)[CH3:2].[CH:26]1([C:29]2[CH:34]=[CH:33][C:32]([CH2:35][O:36][CH3:37])=[CH:31][C:30]=2[CH2:38][NH2:39])[CH2:28][CH2:27]1.CCN(C(C)C)C(C)C, predict the reaction product. The product is: [CH:26]1([C:29]2[CH:34]=[CH:33][C:32]([CH2:35][O:36][CH3:37])=[CH:31][C:30]=2[CH2:38][NH:39][C:11]([NH:10][C:7]2[N:6]([C:20]3[CH:21]=[CH:22][CH:23]=[CH:24][CH:25]=3)[N:5]=[C:4]([O:3][CH2:1][CH3:2])[C:8]=2[CH3:9])=[O:19])[CH2:27][CH2:28]1.